Dataset: Full USPTO retrosynthesis dataset with 1.9M reactions from patents (1976-2016). Task: Predict the reactants needed to synthesize the given product. (1) Given the product [F:36][C:35]([F:37])([F:38])[C:33]1[CH:34]=[C:29]([CH:30]=[C:31]([C:39]([F:42])([F:40])[F:41])[CH:32]=1)[CH2:28][N:25]1[C:17]([C:18]2[CH:23]=[CH:22][N:21]=[CH:20][CH:19]=2)=[C:16]([C:11]2[C:10]([C:8]([C:3]3[CH:4]=[CH:5][CH:6]=[CH:7][C:2]=3[Cl:1])=[O:9])=[CH:15][CH:14]=[CH:13][N:12]=2)[N:27]=[N:26]1, predict the reactants needed to synthesize it. The reactants are: [Cl:1][C:2]1[CH:7]=[CH:6][CH:5]=[CH:4][C:3]=1[C:8]([C:10]1[C:11]([CH:16]=[C:17](O)[C:18]2[CH:23]=[CH:22][N:21]=[CH:20][CH:19]=2)=[N:12][CH:13]=[CH:14][CH:15]=1)=[O:9].[N:25]([CH2:28][C:29]1[CH:34]=[C:33]([C:35]([F:38])([F:37])[F:36])[CH:32]=[C:31]([C:39]([F:42])([F:41])[F:40])[CH:30]=1)=[N+:26]=[N-:27].C(=O)([O-])[O-].[K+].[K+].O. (2) The reactants are: [CH2:1]([N:3]([CH2:6][C:7]1[CH:8]=[CH:9][C:10]([NH:13][C:14]([C:16]2[C:17]3[N:18]=[CH:19][CH:20]=[N:21][C:22]=3[C:23]([C:26]3[C:31](Cl)=[C:30](OC)[CH:29]=[C:28](OC)[C:27]=3Cl)=[CH:24][CH:25]=2)=[O:15])=[N:11][CH:12]=1)[CH2:4][CH3:5])[CH3:2].CN1CCN([C:45]2[CH:50]=CC(NC([C:45]3[C:50]4N=CC=NC=4C([C:45]4[C:50]5[C:45](=[CH:46][CH:47]=CC=5)[CH:50]=[CH:47][CH:46]=4)=[CH:47][CH:46]=3)=O)=[CH:47][CH:46]=2)CC1. Given the product [CH2:4]([N:3]([CH2:6][C:7]1[CH:8]=[CH:9][C:10]([NH:13][C:14]([C:16]2[C:17]3[N:18]=[CH:19][CH:20]=[N:21][C:22]=3[C:23]([C:26]3[C:27]4[C:28](=[CH:50][CH:45]=[CH:46][CH:47]=4)[CH:29]=[CH:30][CH:31]=3)=[CH:24][CH:25]=2)=[O:15])=[N:11][CH:12]=1)[CH2:1][CH3:2])[CH3:5], predict the reactants needed to synthesize it. (3) Given the product [C:24]([S:26][CH2:3][C:4]1[CH:5]=[N:6][C:7]2[C:12]([CH:13]=1)=[CH:11][CH:10]=[CH:9][CH:8]=2)(=[O:25])[CH3:16], predict the reactants needed to synthesize it. The reactants are: Cl.Cl[CH2:3][C:4]1[CH:5]=[N:6][C:7]2[C:12]([CH:13]=1)=[CH:11][CH:10]=[CH:9][CH:8]=2.N1C2C(=CC=CC=2)C=[C:16]([CH2:24][OH:25])C=1.[S:26](Cl)(Cl)=O. (4) Given the product [F:1][C:2]1[CH:3]=[CH:4][C:5]([N:8]2[C:16]3[C:11](=[CH:12][C:13]([O:17][C@H:18]([C:22]4[CH:23]=[CH:24][CH:25]=[CH:26][CH:27]=4)[C@@H:19]([NH:21][C:28](=[O:35])[C:29]4[CH:34]=[CH:33][CH:32]=[CH:31][CH:30]=4)[CH3:20])=[CH:14][CH:15]=3)[CH:10]=[N:9]2)=[CH:6][CH:7]=1, predict the reactants needed to synthesize it. The reactants are: [F:1][C:2]1[CH:7]=[CH:6][C:5]([N:8]2[C:16]3[C:11](=[CH:12][C:13]([O:17][C@@H:18]([C:22]4[CH:27]=[CH:26][CH:25]=[CH:24][CH:23]=4)[C@H:19]([NH2:21])[CH3:20])=[CH:14][CH:15]=3)[CH:10]=[N:9]2)=[CH:4][CH:3]=1.[C:28](Cl)(=[O:35])[C:29]1[CH:34]=[CH:33][CH:32]=[CH:31][CH:30]=1.